This data is from Reaction yield outcomes from USPTO patents with 853,638 reactions. The task is: Predict the reaction yield, written as a fraction of the theoretical maximum amount of product (1.0 means a 100% yield; for example, 0.34 means a 34% yield). (1) The reactants are [CH2:1]([Mg]Br)[CH:2]=[CH2:3].[Cl:6][CH2:7][CH2:8][C:9]([C:11]1[CH:16]=[CH:15][C:14]([F:17])=[CH:13][CH:12]=1)=[O:10]. The catalyst is C1COCC1. The product is [Cl:6][CH2:7][CH2:8][C:9]([C:11]1[CH:12]=[CH:13][C:14]([F:17])=[CH:15][CH:16]=1)([OH:10])[CH2:3][CH:2]=[CH2:1]. The yield is 0.970. (2) The reactants are [Cl:1][C:2]1[NH:10][C:9]2[C:8](=[O:11])[N:7]([CH2:12][CH2:13][CH2:14][CH2:15]C(OCC)=O)[C:6](=[O:21])[N:5]([CH2:22][CH2:23][CH2:24][CH2:25][CH3:26])[C:4]=2[N:3]=1.CC[O-].[Na+].[Cl:31][C:32]1[CH:37]=[CH:36][CH:35]=[C:34]([Cl:38])[C:33]=1[CH2:39]/[C:40](=[N:43]/[H])/[NH:41][OH:42]. The catalyst is CCO. The product is [Cl:1][C:2]1[NH:10][C:9]2[C:8](=[O:11])[N:7]([CH2:12][CH2:13][CH2:14][C:15]3[O:42][N:41]=[C:40]([CH2:39][C:33]4[C:34]([Cl:38])=[CH:35][CH:36]=[CH:37][C:32]=4[Cl:31])[N:43]=3)[C:6](=[O:21])[N:5]([CH2:22][CH2:23][CH2:24][CH2:25][CH3:26])[C:4]=2[N:3]=1. The yield is 0.800. (3) The reactants are Br[CH2:2][CH2:3][CH:4]([CH3:6])[CH3:5].II.[CH3:9][C:10]1[O:11][C:12]([CH3:17])=[C:13]([CH:15]=[O:16])[N:14]=1.[NH4+].[Cl-]. The catalyst is C1COCC1. The product is [CH3:9][C:10]1[O:11][C:12]([CH3:17])=[C:13]([CH:15]([OH:16])[CH2:2][CH2:3][CH:4]([CH3:6])[CH3:5])[N:14]=1. The yield is 0.765. (4) The reactants are [CH3:1][NH2:2].[CH:3]([C:5]1[CH:6]=[C:7]([CH:12]=[CH:13][CH:14]=1)[C:8](OC)=[O:9])=[O:4].C[Al](C)C.C1(C)C=CC=CC=1. The catalyst is C1COCC1. The product is [CH:3]([C:5]1[CH:6]=[C:7]([CH:12]=[CH:13][CH:14]=1)[C:8]([NH:2][CH3:1])=[O:9])=[O:4]. The yield is 0.580. (5) The reactants are [NH2:1][C@H:2]1[CH2:6][CH2:5][C@H:4]([C:7](O)=O)[CH2:3]1.[C:10]([O-:13])([O-])=O.[K+].[K+].[CH2:16](Br)[C:17]1[CH:22]=[CH:21][CH:20]=[CH:19][CH:18]=1.[OH2:24]. The catalyst is CC#N. The product is [CH2:16]([N:1]([CH2:16][C:17]1[CH:22]=[CH:21][CH:20]=[CH:19][CH:18]=1)[C@H:2]1[CH2:6][CH2:5][C@H:4]([C:7]([O:13][CH2:10][C:17]2[CH:22]=[CH:21][CH:20]=[CH:19][CH:18]=2)=[O:24])[CH2:3]1)[C:17]1[CH:22]=[CH:21][CH:20]=[CH:19][CH:18]=1. The yield is 0.906. (6) The reactants are Br[C:2]1[C:3]2[N:4]([C:9]([C:12]([NH:14][C:15]3[CH:20]=[CH:19][N:18]=[CH:17][C:16]=3[F:21])=[O:13])=[CH:10][N:11]=2)[N:5]=[C:6]([Cl:8])[CH:7]=1.[CH3:22][C:23]1[O:27][N:26]=[C:25]([NH2:28])[CH:24]=1.CC(C)([O-])C.[Na+]. The catalyst is C1COCC1. The product is [Cl:8][C:6]1[CH:7]=[C:2]([NH:28][C:25]2[CH:24]=[C:23]([CH3:22])[O:27][N:26]=2)[C:3]2[N:4]([C:9]([C:12]([NH:14][C:15]3[CH:20]=[CH:19][N:18]=[CH:17][C:16]=3[F:21])=[O:13])=[CH:10][N:11]=2)[N:5]=1. The yield is 0.480. (7) The reactants are C([O:8][C:9]([Cl:12])(Cl)Cl)(OC(Cl)(Cl)Cl)=O.[Si:13]([O:20][CH:21]1[CH2:24][NH:23][CH2:22]1)([C:16]([CH3:19])([CH3:18])[CH3:17])([CH3:15])[CH3:14].C(N(CC)CC)C. The catalyst is ClCCl. The product is [Si:13]([O:20][CH:21]1[CH2:24][N:23]([C:9]([Cl:12])=[O:8])[CH2:22]1)([C:16]([CH3:19])([CH3:18])[CH3:17])([CH3:15])[CH3:14]. The yield is 0.970.